Dataset: NCI-60 drug combinations with 297,098 pairs across 59 cell lines. Task: Regression. Given two drug SMILES strings and cell line genomic features, predict the synergy score measuring deviation from expected non-interaction effect. Drug 1: CC12CCC3C(C1CCC2=O)CC(=C)C4=CC(=O)C=CC34C. Drug 2: CC1C(C(CC(O1)OC2CC(CC3=C2C(=C4C(=C3O)C(=O)C5=C(C4=O)C(=CC=C5)OC)O)(C(=O)CO)O)N)O.Cl. Cell line: IGROV1. Synergy scores: CSS=58.7, Synergy_ZIP=15.2, Synergy_Bliss=16.9, Synergy_Loewe=12.0, Synergy_HSA=16.6.